From a dataset of Forward reaction prediction with 1.9M reactions from USPTO patents (1976-2016). Predict the product of the given reaction. (1) Given the reactants [OH:1][C:2]1([CH2:16][C:17](O)=O)[CH2:7][CH:6]2[CH2:8][CH2:9][CH:3]1[CH:4]=[C:5]2[C:10]1[CH:15]=[CH:14][CH:13]=[CH:12][CH:11]=1.[Cl:20][C:21]1[C:29]2[N:28]=[C:27]([CH2:30][CH2:31][CH2:32][NH:33][CH3:34])[NH:26][C:25]=2[CH:24]=[CH:23][CH:22]=1, predict the reaction product. The product is: [Cl:20][C:21]1[C:29]2[N:28]=[C:27]([CH2:30][CH2:31][CH2:32][N:33]([CH3:34])[CH2:17][CH2:16][C:2]3([OH:1])[CH2:7][CH:6]4[CH2:8][CH2:9][CH:3]3[CH:4]=[C:5]4[C:10]3[CH:15]=[CH:14][CH:13]=[CH:12][CH:11]=3)[NH:26][C:25]=2[CH:24]=[CH:23][CH:22]=1. (2) Given the reactants C([O:3][CH2:4][CH2:5][O:6][NH:7][C:8]([C:10]1[N:18]([CH2:19][C:20]#[CH:21])[C:17]2[CH:16]=[CH:15][N:14]=[CH:13][C:12]=2[C:11]=1[NH:22][C:23]1[CH:28]=[CH:27][C:26]([I:29])=[CH:25][C:24]=1[F:30])=[O:9])=C.Cl.O1CCOCC1, predict the reaction product. The product is: [OH:3][CH2:4][CH2:5][O:6][NH:7][C:8]([C:10]1[N:18]([CH2:19][C:20]#[CH:21])[C:17]2[CH:16]=[CH:15][N:14]=[CH:13][C:12]=2[C:11]=1[NH:22][C:23]1[CH:28]=[CH:27][C:26]([I:29])=[CH:25][C:24]=1[F:30])=[O:9]. (3) Given the reactants [CH2:1]([O:8][C:9]1[CH:10]=[C:11]2[C:15](=[CH:16][CH:17]=1)[NH:14][CH:13]=[CH:12]2)[C:2]1[CH:7]=[CH:6][CH:5]=[CH:4][CH:3]=1.CO[C:20]1[CH:21]=[C:22]([CH:25]=[C:26]([O:28][CH3:29])[CH:27]=1)[CH2:23]Br.C1C[O:33][CH2:32]C1, predict the reaction product. The product is: [CH3:32][O:33][C:25]1[C:26]([O:28][CH3:29])=[CH:27][CH:20]=[CH:21][C:22]=1[CH2:23][N:14]1[C:15]2[C:11](=[CH:10][C:9]([O:8][CH2:1][C:2]3[CH:3]=[CH:4][CH:5]=[CH:6][CH:7]=3)=[CH:17][CH:16]=2)[CH:12]=[CH:13]1. (4) Given the reactants [NH2:1][C:2]1[CH:10]=[CH:9][C:5]([C:6]([OH:8])=O)=[CH:4][C:3]=1[O:11][CH3:12].[CH3:13][C:14]([CH3:23])([CH2:17][N:18]1[CH2:22][CH2:21][CH2:20][CH2:19]1)[CH2:15][NH2:16].CCN(C(C)C)C(C)C.CN(C(ON1N=NC2C=CC=NC1=2)=[N+](C)C)C.F[P-](F)(F)(F)(F)F, predict the reaction product. The product is: [NH2:1][C:2]1[CH:10]=[CH:9][C:5]([C:6]([NH:16][CH2:15][C:14]([CH3:23])([CH3:13])[CH2:17][N:18]2[CH2:22][CH2:21][CH2:20][CH2:19]2)=[O:8])=[CH:4][C:3]=1[O:11][CH3:12]. (5) Given the reactants C([O:8][C:9]1[CH:14]=[CH:13][C:12]([C:15]([N:17]2[C:22]3[CH:23]=[CH:24][CH:25]=[CH:26][C:21]=3[O:20][CH2:19][CH2:18]2)=[O:16])=[CH:11][CH:10]=1)C1C=CC=CC=1, predict the reaction product. The product is: [O:20]1[C:21]2[CH:26]=[CH:25][CH:24]=[CH:23][C:22]=2[N:17]([C:15]([C:12]2[CH:11]=[CH:10][C:9]([OH:8])=[CH:14][CH:13]=2)=[O:16])[CH2:18][CH2:19]1. (6) Given the reactants Cl.CN.[C:4]([BH3-])#[N:5].[Na+].[Br:8][C:9]1[CH:10]=[C:11]([CH:15]=O)[CH:12]=[N:13][CH:14]=1.[OH-].[Na+], predict the reaction product. The product is: [Br:8][C:9]1[CH:10]=[C:11]([CH2:15][NH:5][CH3:4])[CH:12]=[N:13][CH:14]=1. (7) Given the reactants [NH2:1][C:2]1[N:7]=[C:6]([Cl:8])[CH:5]=[C:4]([NH2:9])[N:3]=1.[CH3:10][O:11][C:12](=[O:16])[CH2:13][N+:14]#[C-:15].[CH:17](=O)[C:18]1[O:22][CH:21]=[CH:20][CH:19]=1.[C:24](Cl)(=[O:26])[CH3:25], predict the reaction product. The product is: [Cl-:8].[C:24]([N+:1]1[C:17]([C:18]2[O:22][CH:21]=[CH:20][CH:19]=2)=[C:15]([NH:14][CH2:13][C:12]([O:11][CH3:10])=[O:16])[N:3]2[C:4]([NH2:9])=[CH:5][C:6]([Cl:8])=[N:7][C:2]=12)(=[O:26])[CH3:25].